Dataset: Peptide-MHC class I binding affinity with 185,985 pairs from IEDB/IMGT. Task: Regression. Given a peptide amino acid sequence and an MHC pseudo amino acid sequence, predict their binding affinity value. This is MHC class I binding data. (1) The peptide sequence is ELFARSSDPR. The MHC is HLA-A11:01 with pseudo-sequence HLA-A11:01. The binding affinity (normalized) is 0.0847. (2) The peptide sequence is DCFLWHVRK. The MHC is HLA-A31:01 with pseudo-sequence HLA-A31:01. The binding affinity (normalized) is 0.0962. (3) The peptide sequence is IPSTVKTNL. The MHC is Patr-B1301 with pseudo-sequence Patr-B1301. The binding affinity (normalized) is 0.775. (4) The peptide sequence is FPRSAERAG. The MHC is HLA-B44:02 with pseudo-sequence HLA-B44:02. The binding affinity (normalized) is 0.0847. (5) The peptide sequence is YVFPVIFSR. The MHC is HLA-A26:01 with pseudo-sequence HLA-A26:01. The binding affinity (normalized) is 0.113. (6) The peptide sequence is ESAERLKAY. The MHC is HLA-A23:01 with pseudo-sequence HLA-A23:01. The binding affinity (normalized) is 0.0847. (7) The peptide sequence is MEKSSKYYI. The MHC is HLA-A02:01 with pseudo-sequence HLA-A02:01. The binding affinity (normalized) is 0. (8) The peptide sequence is FLRKNQRAL. The MHC is HLA-B57:01 with pseudo-sequence HLA-B57:01. The binding affinity (normalized) is 0.0847.